Dataset: Full USPTO retrosynthesis dataset with 1.9M reactions from patents (1976-2016). Task: Predict the reactants needed to synthesize the given product. (1) Given the product [F:40][CH:2]([F:1])[CH2:3][N:4]1[CH2:5][CH2:6][CH:7]([C:10]2[CH:15]=[CH:14][C:13]([C:16]3[NH:17][C:18]4[C:23]([N:24]=3)=[C:22]([C:25]3[CH:26]=[CH:27][C:28]([O:33][CH:34]5[CH2:39][CH2:38][N:37]([CH:41]=[O:42])[CH2:36][CH2:35]5)=[C:29]([CH:32]=3)[C:30]#[N:31])[N:21]=[CH:20][N:19]=4)=[CH:12][CH:11]=2)[CH2:8][CH2:9]1, predict the reactants needed to synthesize it. The reactants are: [F:1][CH:2]([F:40])[CH2:3][N:4]1[CH2:9][CH2:8][CH:7]([C:10]2[CH:15]=[CH:14][C:13]([C:16]3[NH:17][C:18]4[C:23]([N:24]=3)=[C:22]([C:25]3[CH:26]=[CH:27][C:28]([O:33][CH:34]5[CH2:39][CH2:38][NH:37][CH2:36][CH2:35]5)=[C:29]([CH:32]=3)[C:30]#[N:31])[N:21]=[CH:20][N:19]=4)=[CH:12][CH:11]=2)[CH2:6][CH2:5]1.[CH:41](O)=[O:42].CCN(C(C)C)C(C)C.CN(C(ON1N=NC2C=CC=NC1=2)=[N+](C)C)C.F[P-](F)(F)(F)(F)F. (2) Given the product [C:23]([O:22][C:20]([N:8]1[CH2:13][CH2:12][CH:11]([CH:14]2[CH2:19][CH2:18][N:17]([CH2:3][CH2:2][C:1]([O:5][CH2:6][CH3:7])=[O:4])[CH2:16][CH2:15]2)[CH2:10][CH2:9]1)=[O:21])([CH3:26])([CH3:24])[CH3:25], predict the reactants needed to synthesize it. The reactants are: [C:1]([O:5][CH2:6][CH3:7])(=[O:4])[CH:2]=[CH2:3].[N:8]1([C:20]([O:22][C:23]([CH3:26])([CH3:25])[CH3:24])=[O:21])[CH2:13][CH2:12][CH:11]([CH:14]2[CH2:19][CH2:18][NH:17][CH2:16][CH2:15]2)[CH2:10][CH2:9]1.